This data is from Catalyst prediction with 721,799 reactions and 888 catalyst types from USPTO. The task is: Predict which catalyst facilitates the given reaction. Reactant: [C:1]1([C@@H:7]2[CH2:9][C@H:8]2[C:10]([OH:12])=O)[CH:6]=[CH:5][CH:4]=[CH:3][CH:2]=1.[CH3:13][Li]. Product: [C:1]1([C@@H:7]2[CH2:9][C@H:8]2[C:10](=[O:12])[CH3:13])[CH:2]=[CH:3][CH:4]=[CH:5][CH:6]=1. The catalyst class is: 27.